From a dataset of Forward reaction prediction with 1.9M reactions from USPTO patents (1976-2016). Predict the product of the given reaction. (1) Given the reactants [Si]([O:8][C@@H:9]([CH3:42])[C@@H:10]([NH:31][C:32]1[CH:39]=[CH:38][C:35]([C:36]#[N:37])=[C:34]([Cl:40])[C:33]=1[CH3:41])[C:11]1[O:12][C:13]([C:16]2[CH:21]=[CH:20][C:19]([O:22][Si](C(C)(C)C)(C)C)=[C:18]([F:30])[CH:17]=2)=[N:14][N:15]=1)(C(C)(C)C)(C)C.[F-].C([N+](CCCC)(CCCC)CCCC)CCC, predict the reaction product. The product is: [Cl:40][C:34]1[C:33]([CH3:41])=[C:32]([NH:31][C@@H:10]([C:11]2[O:12][C:13]([C:16]3[CH:21]=[CH:20][C:19]([OH:22])=[C:18]([F:30])[CH:17]=3)=[N:14][N:15]=2)[C@@H:9]([OH:8])[CH3:42])[CH:39]=[CH:38][C:35]=1[C:36]#[N:37]. (2) Given the reactants [N:1]1[N:2]=[C:3]([C:10]2[CH:19]=[CH:18][C:17]3[C:12](=[C:13]([O:20][CH:21]4[CH2:26][CH2:25][NH:24][CH2:23][CH2:22]4)[CH:14]=[CH:15][CH:16]=3)[N:11]=2)[N:4]2[CH:9]=[CH:8][CH:7]=[CH:6][C:5]=12.CCN(C(C)C)C(C)C.[Si]([N:40]=[C:41]=[O:42])(C)(C)C, predict the reaction product. The product is: [N:1]1[N:2]=[C:3]([C:10]2[CH:19]=[CH:18][C:17]3[C:12](=[C:13]([O:20][CH:21]4[CH2:26][CH2:25][N:24]([C:41]([NH2:40])=[O:42])[CH2:23][CH2:22]4)[CH:14]=[CH:15][CH:16]=3)[N:11]=2)[N:4]2[CH:9]=[CH:8][CH:7]=[CH:6][C:5]=12. (3) Given the reactants [ClH:1].[N:2]1([CH2:8][CH2:9][O:10][C:11]2[CH:16]=[CH:15][C:14]([CH:17]3[C:25]4[C:20](=[CH:21][CH:22]=[C:23]([OH:26])[CH:24]=4)[C:19]4([C:34]5[C:29](=[CH:30][C:31]([OH:35])=[CH:32][CH:33]=5)[CH2:28][CH2:27]4)[CH2:18]3)=[CH:13][CH:12]=2)[CH2:7][CH2:6][CH2:5][CH2:4][CH2:3]1, predict the reaction product. The product is: [ClH:1].[N:2]1([CH2:8][CH2:9][O:10][C:11]2[CH:16]=[CH:15][C:14]([C@@H:17]3[C:25]4[C:20](=[CH:21][CH:22]=[C:23]([OH:26])[CH:24]=4)[C@@:19]4([C:34]5[C:29](=[CH:30][C:31]([OH:35])=[CH:32][CH:33]=5)[CH2:28][CH2:27]4)[CH2:18]3)=[CH:13][CH:12]=2)[CH2:7][CH2:6][CH2:5][CH2:4][CH2:3]1. (4) Given the reactants [C:1]([O:5][C:6]([NH:8][CH2:9][CH2:10][CH2:11][C:12]([OH:14])=O)=[O:7])([CH3:4])([CH3:3])[CH3:2].C[NH3+].F[P-](F)(F)(F)(F)F.N1(OC(N(C)C)=[N+](C)C)C2N=CC=CC=2N=N1.F[P-](F)(F)(F)(F)F.CCN(CC)CC.[N:55]1([C:61]2[N:66]=[CH:65][C:64](Br)=[CH:63][N:62]=2)[CH2:60][CH2:59][NH:58][CH2:57][CH2:56]1, predict the reaction product. The product is: [O:14]=[C:12]([N:58]1[CH2:59][CH2:60][N:55]([C:61]2[N:62]=[CH:63][CH:64]=[CH:65][N:66]=2)[CH2:56][CH2:57]1)[CH2:11][CH2:10][CH2:9][NH:8][C:6](=[O:7])[O:5][C:1]([CH3:2])([CH3:3])[CH3:4]. (5) The product is: [CH3:15][CH:16]([S:20][C@@H:2]1[O:10][C@H:9]([CH2:11][OH:12])[C@H:7]([OH:8])[C@H:5]([OH:6])[C@H:3]1[OH:4])[CH3:17]. Given the reactants O=[CH:2][C@@H:3]([C@H:5]([C@@H:7]([C@@H:9]([CH2:11][OH:12])[OH:10])[OH:8])[OH:6])[OH:4].[NH4+].[Cl-].[CH3:15][C:16]1(C)[S:20][C@@H]2[C@H](NC(C(C(O)=O)C3C=CC=CC=3)=O)C(=O)N2[C@H:17]1C(O)=O.C1C([C@@H](O)[C@H](NC(C(Cl)Cl)=O)CO)=CC=C([N+]([O-])=O)C=1.C1[C@H](N)[C@@H](O[C@H]2O[C@H](CN)[C@@H](O)[C@H](O)[C@H]2O)[C@H](O)[C@@H](O[C@H]2O[C@H](CO)[C@@H](O)[C@H](N)[C@H]2O)[C@@H]1N, predict the reaction product.